From a dataset of Forward reaction prediction with 1.9M reactions from USPTO patents (1976-2016). Predict the product of the given reaction. (1) Given the reactants [CH:1]1([CH2:4][O:5][C:6]2[CH:11]=[CH:10][C:9]([NH:12][S:13]([CH2:16][CH3:17])(=[O:15])=[O:14])=[CH:8][C:7]=2B2OC(C)(C)C(C)(C)O2)[CH2:3][CH2:2]1.Br[C:28]1[C:29]2[CH:38]=[CH:37][O:36][C:30]=2[C:31](=[O:35])[N:32]([CH3:34])[CH:33]=1.[O-]P([O-])([O-])=O.[K+].[K+].[K+], predict the reaction product. The product is: [CH:1]1([CH2:4][O:5][C:6]2[CH:11]=[CH:10][C:9]([NH:12][S:13]([CH2:16][CH3:17])(=[O:14])=[O:15])=[CH:8][C:7]=2[C:28]2[C:29]3[CH:38]=[CH:37][O:36][C:30]=3[C:31](=[O:35])[N:32]([CH3:34])[CH:33]=2)[CH2:2][CH2:3]1. (2) Given the reactants [Cl:1][C:2]1[CH:3]=[C:4]([C:12]2[S:16][C:15]([N:17]3[C:25]([CH3:26])=[C:20]4[CH2:21][NH:22][CH2:23][CH2:24][C:19]4=[N:18]3)=[N:14][N:13]=2)[CH:5]=[CH:6][C:7]=1[O:8][CH:9]([CH3:11])[CH3:10].[O:27]1[CH2:29][C@@H:28]1[C:30]([O:32][CH3:33])=[O:31].CCN(C(C)C)C(C)C, predict the reaction product. The product is: [Cl:1][C:2]1[CH:3]=[C:4]([C:12]2[S:16][C:15]([N:17]3[C:25]([CH3:26])=[C:20]4[CH2:21][N:22]([CH2:29][C@@H:28]([OH:27])[C:30]([O:32][CH3:33])=[O:31])[CH2:23][CH2:24][C:19]4=[N:18]3)=[N:14][N:13]=2)[CH:5]=[CH:6][C:7]=1[O:8][CH:9]([CH3:11])[CH3:10]. (3) Given the reactants ClC1C=CC=C(C(OO)=O)C=1.[F:12][C:13]1[CH:18]=[C:17]([F:19])[CH:16]=[CH:15][C:14]=1[NH:20][C:21]1[CH:28]=[CH:27][C:24]([C:25]#[N:26])=[C:23](SC)[N:22]=1.C(OCC)(=O)C.Cl.[NH2:38][NH2:39], predict the reaction product. The product is: [F:12][C:13]1[CH:18]=[C:17]([F:19])[CH:16]=[CH:15][C:14]=1[NH:20][C:21]1[N:22]=[C:23]2[NH:38][N:39]=[C:25]([NH2:26])[C:24]2=[CH:27][CH:28]=1. (4) Given the reactants [CH2:1]([Si]1(Cl)N(C)[C@H](C)[C@@H](C2C=CC=CC=2)O1)/[CH:2]=[CH:3]\[CH3:4].[CH:19](=[O:28])[CH2:20][CH2:21][C:22]1[CH:27]=[CH:26][CH:25]=[CH:24][CH:23]=1.Cl.CCOC(C)=O, predict the reaction product. The product is: [CH3:4][C@@H:3]([CH:2]=[CH2:1])[C@@H:19]([OH:28])[CH2:20][CH2:21][C:22]1[CH:27]=[CH:26][CH:25]=[CH:24][CH:23]=1. (5) Given the reactants [F:1][C:2]1[CH:3]=[C:4]([CH3:14])[C:5]2[O:9][C:8]([C:10]([NH2:12])=O)=[CH:7][C:6]=2[CH:13]=1.ClC1N=C(Cl)N=C(Cl)N=1, predict the reaction product. The product is: [F:1][C:2]1[CH:3]=[C:4]([CH3:14])[C:5]2[O:9][C:8]([C:10]#[N:12])=[CH:7][C:6]=2[CH:13]=1. (6) Given the reactants CO[C:3]([C:5]1[C:6]([OH:37])=[C:7]2[C:12](=[C:13]([C:15]3[CH:16]=[N:17][CH:18]=[CH:19][CH:20]=3)[N:14]=1)[N:11]([CH2:21][C:22]1[CH:27]=[CH:26][CH:25]=[CH:24][CH:23]=1)[C:10](=[O:28])[C:9]([CH2:29][CH2:30][C:31]1[CH:36]=[CH:35][CH:34]=[CH:33][CH:32]=1)=[CH:8]2)=[O:4].[NH2:38][CH2:39][CH2:40][C:41]([OH:43])=[O:42].C[O-].[Na+], predict the reaction product. The product is: [CH2:21]([N:11]1[C:12]2[C:7](=[C:6]([OH:37])[C:5]([C:3]([NH:38][CH2:39][CH2:40][C:41]([OH:43])=[O:42])=[O:4])=[N:14][C:13]=2[C:15]2[CH:16]=[N:17][CH:18]=[CH:19][CH:20]=2)[CH:8]=[C:9]([CH2:29][CH2:30][C:31]2[CH:36]=[CH:35][CH:34]=[CH:33][CH:32]=2)[C:10]1=[O:28])[C:22]1[CH:27]=[CH:26][CH:25]=[CH:24][CH:23]=1. (7) Given the reactants [NH2:1][C:2]1[C:7]([C:8]([F:11])([F:10])[F:9])=[CH:6][C:5]([CH2:12][OH:13])=[CH:4][C:3]=1[Cl:14], predict the reaction product. The product is: [NH2:1][C:2]1[C:7]([C:8]([F:9])([F:10])[F:11])=[CH:6][C:5]([CH:12]=[O:13])=[CH:4][C:3]=1[Cl:14]. (8) The product is: [Br:1][C:2]1[S:11][C:5]2[N:6]=[CH:7][N:8]=[C:9]([NH:16][C:15]3[CH:17]=[CH:18][C:19]([O:20][CH2:21][C:22]4[CH:27]=[CH:26][CH:25]=[C:24]([F:28])[CH:23]=4)=[C:13]([Cl:12])[CH:14]=3)[C:4]=2[CH:3]=1. Given the reactants [Br:1][C:2]1[S:11][C:5]2[N:6]=[CH:7][N:8]=[C:9](Cl)[C:4]=2[CH:3]=1.[Cl:12][C:13]1[CH:14]=[C:15]([CH:17]=[CH:18][C:19]=1[O:20][CH2:21][C:22]1[CH:27]=[CH:26][CH:25]=[C:24]([F:28])[CH:23]=1)[NH2:16].C(N(CC)CC)C, predict the reaction product. (9) The product is: [F:12][C:6]1[CH:5]=[C:4]([C:2](=[O:3])[CH2:1][C:13](=[O:18])[C:14]([OH:16])=[O:15])[CH:9]=[CH:8][C:7]=1[O:10][CH3:11]. Given the reactants [CH3:1][C:2]([C:4]1[CH:9]=[CH:8][C:7]([O:10][CH3:11])=[C:6]([F:12])[CH:5]=1)=[O:3].[C:13](OC)(=[O:18])[C:14]([O:16]C)=[O:15].CCC([O-])(C)C.[K+].C1(C)C=CC=CC=1, predict the reaction product. (10) Given the reactants [Si]([O:8][CH:9]([C:22]1[NH:23][C:24]([C:27]2[CH:32]=[CH:31][CH:30]=[CH:29][N:28]=2)=[N:25][N:26]=1)[CH2:10][CH2:11][CH2:12][CH2:13][CH2:14][CH2:15][C:16]1[CH:21]=[CH:20][CH:19]=[CH:18][CH:17]=1)(C(C)(C)C)(C)C.[H-].[Na+].CI.[N+](CCCC)(CCCC)(CCCC)[CH2:38]CCC.[F-], predict the reaction product. The product is: [CH3:38][N:25]1[C:24]([C:27]2[CH:32]=[CH:31][CH:30]=[CH:29][N:28]=2)=[N:23][C:22]([CH:9]([OH:8])[CH2:10][CH2:11][CH2:12][CH2:13][CH2:14][CH2:15][C:16]2[CH:21]=[CH:20][CH:19]=[CH:18][CH:17]=2)=[N:26]1.